Task: Binary Classification. Given a T-cell receptor sequence (or CDR3 region) and an epitope sequence, predict whether binding occurs between them.. Dataset: TCR-epitope binding with 47,182 pairs between 192 epitopes and 23,139 TCRs (1) The epitope is RLRPGGKKR. The TCR CDR3 sequence is CASSQDTGLFYEQYF. Result: 0 (the TCR does not bind to the epitope). (2) The epitope is MLNIPSINV. The TCR CDR3 sequence is CASRGRTQETQYF. Result: 1 (the TCR binds to the epitope). (3) The epitope is VLAWLYAAV. The TCR CDR3 sequence is CASSGGDRGPYEQYF. Result: 1 (the TCR binds to the epitope). (4) The epitope is KLPDDFTGCV. The TCR CDR3 sequence is CASSQGERAGLADTQYF. Result: 1 (the TCR binds to the epitope). (5) The epitope is YVFCTVNAL. The TCR CDR3 sequence is CASSEFYEQYF. Result: 1 (the TCR binds to the epitope). (6) The epitope is FADDLNQLTGY. The TCR CDR3 sequence is CASLDREYEQYF. Result: 0 (the TCR does not bind to the epitope). (7) The epitope is FLPRVFSAV. The TCR CDR3 sequence is CASSLGGTGELFF. Result: 1 (the TCR binds to the epitope). (8) The epitope is KLPDDFTGCV. The TCR CDR3 sequence is CASSLTDGGEQYF. Result: 0 (the TCR does not bind to the epitope). (9) The epitope is LLWNGPMAV. The TCR CDR3 sequence is CASRDRGVGSPLHF. Result: 1 (the TCR binds to the epitope).